From a dataset of Catalyst prediction with 721,799 reactions and 888 catalyst types from USPTO. Predict which catalyst facilitates the given reaction. Reactant: [Cl:1][C:2]1[CH:11]=[C:10]2[C:5]([CH2:6][CH2:7][CH2:8][C:9]2=O)=[CH:4][CH:3]=1.CN(C)[CH:15]=[O:16].P(Br)(Br)[Br:19]. Product: [Br:19][C:9]1[C:10]2[C:5](=[CH:4][CH:3]=[C:2]([Cl:1])[CH:11]=2)[CH2:6][CH2:7][C:8]=1[CH:15]=[O:16]. The catalyst class is: 22.